This data is from Full USPTO retrosynthesis dataset with 1.9M reactions from patents (1976-2016). The task is: Predict the reactants needed to synthesize the given product. Given the product [F:1][C:2]1[CH:3]=[C:4]([N+:12]([O-:14])=[O:13])[C:5]([OH:11])=[C:6]([CH:10]=1)[C:7]([OH:9])=[O:8], predict the reactants needed to synthesize it. The reactants are: [F:1][C:2]1[CH:3]=[CH:4][C:5]([OH:11])=[C:6]([CH:10]=1)[C:7]([OH:9])=[O:8].[N+:12]([O-])([OH:14])=[O:13].